Dataset: Reaction yield outcomes from USPTO patents with 853,638 reactions. Task: Predict the reaction yield, written as a fraction of the theoretical maximum amount of product (1.0 means a 100% yield; for example, 0.34 means a 34% yield). (1) The reactants are [CH3:1][O:2][C:3]([C:5]1[CH:6]=[CH:7][CH:8]=[C:9]2[C:14]=1[N:13]=[CH:12][CH:11]=[CH:10]2)=[O:4].OO.C([O-])(O)=[O:18].[Na+]. The catalyst is CC(O)=O. The product is [CH3:1][O:2][C:3]([C:5]1[CH:6]=[CH:7][CH:8]=[C:9]2[C:14]=1[N:13]=[CH:12][C:11]([OH:18])=[CH:10]2)=[O:4]. The yield is 0.440. (2) The catalyst is C1COCC1.O. The yield is 0.920. The reactants are O.[OH-].[Li+].[CH:4]1([C@H:10]([NH:15][C:16]([C:18]2[C:27]([NH:28][C:29]([NH:31][C:32]3[C:37]([Cl:38])=[CH:36][C:35]([F:39])=[CH:34][C:33]=3[Cl:40])=[O:30])=[CH:26][C:25]3[C:20](=[CH:21][CH:22]=[CH:23][CH:24]=3)[CH:19]=2)=[O:17])[C:11]([O:13]C)=[O:12])[CH2:9][CH2:8][CH2:7][CH2:6][CH2:5]1.CO.Cl. The product is [CH:4]1([C@H:10]([NH:15][C:16]([C:18]2[C:27]([NH:28][C:29]([NH:31][C:32]3[C:33]([Cl:40])=[CH:34][C:35]([F:39])=[CH:36][C:37]=3[Cl:38])=[O:30])=[CH:26][C:25]3[C:20](=[CH:21][CH:22]=[CH:23][CH:24]=3)[CH:19]=2)=[O:17])[C:11]([OH:13])=[O:12])[CH2:9][CH2:8][CH2:7][CH2:6][CH2:5]1. (3) The reactants are C(OC([N:8]1[CH2:13][CH2:12][CH:11]([NH:14][C:15]2[CH:20]=[CH:19][CH:18]=[CH:17][C:16]=2[C:21]([CH3:24])([CH3:23])[CH3:22])[CH2:10][CH2:9]1)=O)(C)(C)C.[ClH:25]. The catalyst is C(OCC)(=O)C. The product is [ClH:25].[ClH:25].[C:21]([C:16]1[CH:17]=[CH:18][CH:19]=[CH:20][C:15]=1[NH:14][CH:11]1[CH2:12][CH2:13][NH:8][CH2:9][CH2:10]1)([CH3:24])([CH3:22])[CH3:23]. The yield is 0.720. (4) The product is [Br:1][C:2]1[CH:3]=[C:4]([NH:8][C:9](=[O:18])[CH2:10][CH2:11][CH2:12][CH2:13][CH2:14][C:15]([OH:17])=[O:16])[CH:5]=[N:6][CH:7]=1. The yield is 0.662. The reactants are [Br:1][C:2]1[CH:3]=[C:4]([NH2:8])[CH:5]=[N:6][CH:7]=1.[C:9](O)(=[O:18])[CH2:10][CH2:11][CH2:12][CH2:13][CH2:14][C:15]([OH:17])=[O:16].[OH-].[Na+]. No catalyst specified. (5) The reactants are NC1[S:3][C:4]2[CH:10]=[C:9]([O:11][CH3:12])[CH:8]=[CH:7][C:5]=2[N:6]=1.Cl.C(O)(=O)C. The catalyst is [OH-].[K+]. The product is [CH3:12][O:11][C:9]1[CH:8]=[CH:7][C:5]([NH2:6])=[C:4]([SH:3])[CH:10]=1. The yield is 0.950. (6) The reactants are [H-].[Al+3].[Li+].[H-].[H-].[H-].[Cl:7][C:8]1[CH:9]=[C:10]2[CH:16]=[C:15]([C:17](OCC)=[O:18])[NH:14][C:11]2=[CH:12][N:13]=1. The catalyst is O1CCCC1. The product is [Cl:7][C:8]1[CH:9]=[C:10]2[CH:16]=[C:15]([CH2:17][OH:18])[NH:14][C:11]2=[CH:12][N:13]=1. The yield is 0.670. (7) The reactants are [N:1]([CH2:4][CH2:5][O:6][CH2:7][CH2:8][O:9][CH2:10][CH2:11][O:12][CH2:13][CH2:14][N:15]=[N+]=[N-])=[N+:2]=[N-:3].C1(P(C2C=CC=CC=2)C2C=CC=CC=2)C=CC=CC=1. The catalyst is Cl.CCOCC. The product is [N:1]([CH2:4][CH2:5][O:6][CH2:7][CH2:8][O:9][CH2:10][CH2:11][O:12][CH2:13][CH2:14][NH2:15])=[N+:2]=[N-:3]. The yield is 0.880. (8) The reactants are [CH3:1][O:2][C:3]1[N:8]=[N:7][C:6]([NH2:9])=[CH:5][CH:4]=1.CC1(C)C2C(=C(P(C3C=CC=CC=3)C3C=CC=CC=3)C=CC=2)OC2C(P(C3C=CC=CC=3)C3C=CC=CC=3)=CC=CC1=2.[C:52]([O:55][CH2:56][C:57]1[C:58]([N:72]2[CH2:83][CH2:82][N:81]3[C:74](=[CH:75][C:76]4[CH2:77][C:78]([CH3:85])([CH3:84])[CH2:79][C:80]=43)[C:73]2=[O:86])=[N:59][CH:60]=[CH:61][C:62]=1[C:63]1[CH:68]=[C:67](Br)[C:66](=[O:70])[N:65]([CH3:71])[CH:64]=1)(=[O:54])[CH3:53].C([O-])([O-])=O.[Cs+].[Cs+]. The catalyst is C1C=CC(/C=C/C(/C=C/C2C=CC=CC=2)=O)=CC=1.C1C=CC(/C=C/C(/C=C/C2C=CC=CC=2)=O)=CC=1.C1C=CC(/C=C/C(/C=C/C2C=CC=CC=2)=O)=CC=1.[Pd].[Pd].O1CCOCC1. The product is [C:52]([O:55][CH2:56][C:57]1[C:58]([N:72]2[CH2:83][CH2:82][N:81]3[C:74](=[CH:75][C:76]4[CH2:77][C:78]([CH3:85])([CH3:84])[CH2:79][C:80]=43)[C:73]2=[O:86])=[N:59][CH:60]=[CH:61][C:62]=1[C:63]1[CH:68]=[C:67]([NH:9][C:6]2[N:7]=[N:8][C:3]([O:2][CH3:1])=[CH:4][CH:5]=2)[C:66](=[O:70])[N:65]([CH3:71])[CH:64]=1)(=[O:54])[CH3:53]. The yield is 0.600. (9) The reactants are [O:1]=[C:2]1[CH:20]=[C:19]([CH:21]2[CH2:26][CH2:25][N:24](C(OC(C)(C)C)=O)[CH2:23][CH2:22]2)[N:5]2[N:6]=[C:7]3[C:12]([C:11]([C:13]4[CH:18]=[CH:17][CH:16]=[CH:15][N:14]=4)=[CH:10][CH:9]=[CH:8]3)=[C:4]2[NH:3]1.[ClH:34]. The catalyst is O1CCOCC1. The product is [ClH:34].[NH:24]1[CH2:25][CH2:26][CH:21]([C:19]2[N:5]3[N:6]=[C:7]4[C:12]([C:11]([C:13]5[CH:18]=[CH:17][CH:16]=[CH:15][N:14]=5)=[CH:10][CH:9]=[CH:8]4)=[C:4]3[NH:3][C:2](=[O:1])[CH:20]=2)[CH2:22][CH2:23]1. The yield is 0.960. (10) The reactants are [CH:1]1([CH2:4][O:5][C:6]2[CH:7]=[C:8]([CH:13]=[CH:14][C:15]=2[NH:16][S:17]([CH3:20])(=[O:19])=[O:18])[C:9]([O:11][CH3:12])=[O:10])[CH2:3][CH2:2]1.Br[CH2:22][CH2:23][OH:24].C([O-])([O-])=O.[K+].[K+]. The catalyst is CC#N. The product is [CH:1]1([CH2:4][O:5][C:6]2[CH:7]=[C:8]([CH:13]=[CH:14][C:15]=2[N:16]([CH2:22][CH2:23][OH:24])[S:17]([CH3:20])(=[O:19])=[O:18])[C:9]([O:11][CH3:12])=[O:10])[CH2:2][CH2:3]1. The yield is 0.666.